This data is from Full USPTO retrosynthesis dataset with 1.9M reactions from patents (1976-2016). The task is: Predict the reactants needed to synthesize the given product. (1) Given the product [N+:1]([C:4]1[CH:5]=[C:6]([S:10]([CH2:13][CH2:14][O:15][C:16](=[O:33])[CH2:17][CH2:18][CH2:19][CH2:20][CH2:21][NH:22][C:23](=[O:32])[CH2:24][O:25][C:26]2[CH:31]=[CH:30][C:29]([S:35]([Cl:34])(=[O:37])=[O:36])=[CH:28][CH:27]=2)(=[O:12])=[O:11])[CH:7]=[CH:8][CH:9]=1)([O-:3])=[O:2], predict the reactants needed to synthesize it. The reactants are: [N+:1]([C:4]1[CH:5]=[C:6]([S:10]([CH2:13][CH2:14][O:15][C:16](=[O:33])[CH2:17][CH2:18][CH2:19][CH2:20][CH2:21][NH:22][C:23](=[O:32])[CH2:24][O:25][C:26]2[CH:31]=[CH:30][CH:29]=[CH:28][CH:27]=2)(=[O:12])=[O:11])[CH:7]=[CH:8][CH:9]=1)([O-:3])=[O:2].[Cl:34][S:35](O)(=[O:37])=[O:36]. (2) Given the product [C:1]([C:3]1[CH:4]=[C:5]([N:24]2[CH2:25][CH2:26][N:27]([CH3:30])[CH2:28][CH2:29]2)[CH:6]=[C:7]2[C:12]=1[N:11]=[CH:10][N:9]([C:13]1[CH:14]=[C:15]([CH:19]=[CH:20][C:21]=1[CH3:22])[C:16]([NH:31][C:32]1[CH:36]=[CH:35][O:34][N:33]=1)=[O:17])[C:8]2=[O:23])#[N:2], predict the reactants needed to synthesize it. The reactants are: [C:1]([C:3]1[CH:4]=[C:5]([N:24]2[CH2:29][CH2:28][N:27]([CH3:30])[CH2:26][CH2:25]2)[CH:6]=[C:7]2[C:12]=1[N:11]=[CH:10][N:9]([C:13]1[CH:14]=[C:15]([CH:19]=[CH:20][C:21]=1[CH3:22])[C:16](O)=[O:17])[C:8]2=[O:23])#[N:2].[NH2:31][C:32]1[CH:36]=[CH:35][O:34][N:33]=1. (3) Given the product [CH2:1]([C:5]1[CH:6]=[C:7]2[C:12](=[C:13]([O:15][CH:16]3[CH2:17][CH2:18][N:19]([CH:24]4[CH2:25][CH2:26][S:22](=[O:28])(=[O:27])[CH2:23]4)[CH2:20][CH2:21]3)[CH:14]=1)[N:11]=[CH:10][CH:9]=[CH:8]2)[CH2:2][CH2:3][CH3:4], predict the reactants needed to synthesize it. The reactants are: [CH2:1]([C:5]1[CH:6]=[C:7]2[C:12](=[C:13]([O:15][CH:16]3[CH2:21][CH2:20][NH:19][CH2:18][CH2:17]3)[CH:14]=1)[N:11]=[CH:10][CH:9]=[CH:8]2)[CH2:2][CH2:3][CH3:4].[S:22]1(=[O:28])(=[O:27])[CH:26]=[CH:25][CH2:24][CH2:23]1.CO. (4) The reactants are: CS(C)=O.Cl.[NH2:6][OH:7].C(N(CC)CC)C.[O:15]=[S:16]1(=[O:36])[C:22]2[CH:23]=[C:24]([O:27][C:28]3[CH:29]=[C:30]([CH:33]=[CH:34][CH:35]=3)[C:31]#[N:32])[CH:25]=[CH:26][C:21]=2[NH:20][CH2:19][CH2:18][NH:17]1. Given the product [O:36]=[S:16]1(=[O:15])[C:22]2[CH:23]=[C:24]([O:27][C:28]3[CH:29]=[C:30]([C:31](=[N:6][OH:7])[NH2:32])[CH:33]=[CH:34][CH:35]=3)[CH:25]=[CH:26][C:21]=2[NH:20][CH2:19][CH2:18][NH:17]1, predict the reactants needed to synthesize it.